Task: Predict the reactants needed to synthesize the given product.. Dataset: Full USPTO retrosynthesis dataset with 1.9M reactions from patents (1976-2016) (1) The reactants are: [Cl:1][C:2]1[CH:7]=[C:6]2[N:8]([CH2:41][O:42]CC[Si](C)(C)C)[C:9](=[O:40])[C:10]3([CH:15]([C:16]4[CH:21]=[C:20]([Cl:22])[CH:19]=[CH:18][C:17]=4[O:23][C:24]([C:27]([O:29][CH3:30])=[O:28])([CH3:26])[CH3:25])[CH2:14][C:13](=[O:31])[NH:12][CH:11]3[C:32]3[CH:37]=[C:36]([F:38])[CH:35]=[CH:34][C:33]=3[CH3:39])[C:5]2=[CH:4][CH:3]=1.FC(F)(F)C(O)=O. Given the product [Cl:1][C:2]1[CH:7]=[C:6]2[N:8]([CH2:41][OH:42])[C:9](=[O:40])[C:10]3([CH:15]([C:16]4[CH:21]=[C:20]([Cl:22])[CH:19]=[CH:18][C:17]=4[O:23][C:24]([C:27]([O:29][CH3:30])=[O:28])([CH3:26])[CH3:25])[CH2:14][C:13](=[O:31])[NH:12][CH:11]3[C:32]3[CH:37]=[C:36]([F:38])[CH:35]=[CH:34][C:33]=3[CH3:39])[C:5]2=[CH:4][CH:3]=1, predict the reactants needed to synthesize it. (2) Given the product [CH2:7]([C:6]1[O:5][C:4]([C:9]([O:11][CH3:12])=[O:10])=[CH:3][C:2]=1[C:24]1[N:20]([CH3:19])[N:21]=[CH:22][CH:23]=1)[CH3:8], predict the reactants needed to synthesize it. The reactants are: Br[C:2]1[CH:3]=[C:4]([C:9]([O:11][CH3:12])=[O:10])[O:5][C:6]=1[CH2:7][CH3:8].C(=O)([O-])[O-].[K+].[K+].[CH3:19][N:20]1[C:24](B2OC(C)(C)C(C)(C)O2)=[CH:23][CH:22]=[N:21]1. (3) Given the product [Cl:20][C:21]1[NH:22][C:23]([O:8][CH2:7][C:1]2[CH:6]=[CH:5][CH:4]=[CH:3][CH:2]=2)=[C:24]2[C:28]([N:29]=1)=[N:27][CH:26]=[N:25]2, predict the reactants needed to synthesize it. The reactants are: [C:1]1([CH2:7][O-:8])[CH:6]=[CH:5][CH:4]=[CH:3][CH:2]=1.[Na+].C1(CO)C=CC=CC=1.[H-].[Na+].[Cl:20][C:21]1[NH:22][C:23](Cl)=[C:24]2[C:28]([N:29]=1)=[N:27][CH:26]=[N:25]2. (4) Given the product [CH3:11][O:10][C:3]1[C:4](=[O:9])[N:5]([CH3:8])[N:6]=[CH:7][C:2]=1[C:55]1[CH:60]=[CH:59][C:58]([C:61]([F:64])([F:63])[F:62])=[CH:57][N:56]=1, predict the reactants needed to synthesize it. The reactants are: Cl[C:2]1[CH:7]=[N:6][N:5]([CH3:8])[C:4](=[O:9])[C:3]=1[O:10][CH3:11].B1(B2OC(C)(C)C(C)(C)O2)OC(C)(C)C(C)(C)O1.C1(P(C2CCCCC2)C2CCCCC2)CCCCC1.C([O-])(=O)C.[K+].Br[C:55]1[CH:60]=[CH:59][C:58]([C:61]([F:64])([F:63])[F:62])=[CH:57][N:56]=1.[F-].[Cs+]. (5) Given the product [Cl:1][C:2]1[C:3]([F:27])=[C:4]([N:8]2[C:16]([OH:17])([C:18]3[CH:23]=[CH:22][C:21]4[NH:24][C:28](=[S:29])[NH:25][C:20]=4[CH:19]=3)[C:15]3[C:10](=[CH:11][CH:12]=[CH:13][CH:14]=3)[C:9]2=[O:26])[CH:5]=[CH:6][CH:7]=1, predict the reactants needed to synthesize it. The reactants are: [Cl:1][C:2]1[C:3]([F:27])=[C:4]([N:8]2[C:16]([C:18]3[CH:23]=[CH:22][C:21]([NH2:24])=[C:20]([NH2:25])[CH:19]=3)([OH:17])[C:15]3[C:10](=[CH:11][CH:12]=[CH:13][CH:14]=3)[C:9]2=[O:26])[CH:5]=[CH:6][CH:7]=1.[C:28](N1C=CN=C1)(N1C=CN=C1)=[S:29]. (6) Given the product [C:21]([O:25][C:26]([N:28]1[CH2:33][C@H:32]2[CH2:34][C@@H:29]1[CH2:30][N:31]2[C:35]([C:37]1[CH:38]=[N:39][C:40]([NH:43][C:10]2[N:11]=[CH:12][C:7]3[CH:6]=[C:5]([C:3](=[O:4])[N:2]([CH3:20])[CH3:1])[N:14]([CH:15]4[CH2:19][CH2:18][CH2:17][CH2:16]4)[C:8]=3[N:9]=2)=[CH:41][CH:42]=1)=[O:36])=[O:27])([CH3:24])([CH3:22])[CH3:23], predict the reactants needed to synthesize it. The reactants are: [CH3:1][N:2]([CH3:20])[C:3]([C:5]1[N:14]([CH:15]2[CH2:19][CH2:18][CH2:17][CH2:16]2)[C:8]2[N:9]=[C:10](Cl)[N:11]=[CH:12][C:7]=2[CH:6]=1)=[O:4].[C:21]([O:25][C:26]([N:28]1[CH2:33][C@H:32]2[CH2:34][C@@H:29]1[CH2:30][N:31]2[C:35]([C:37]1[CH:38]=[N:39][C:40]([NH2:43])=[CH:41][CH:42]=1)=[O:36])=[O:27])([CH3:24])([CH3:23])[CH3:22]. (7) Given the product [C:15]([O:14][C:12]([NH:1][C:2]([CH2:5][CH3:6])([CH2:3][CH3:4])[C:7]([OH:9])=[O:8])=[O:13])([CH3:18])([CH3:17])[CH3:16], predict the reactants needed to synthesize it. The reactants are: [NH2:1][C:2]([C:7]([OH:9])=[O:8])([CH2:5][CH3:6])[CH2:3][CH3:4].[OH-].[Na+].[C:12](O[C:12]([O:14][C:15]([CH3:18])([CH3:17])[CH3:16])=[O:13])([O:14][C:15]([CH3:18])([CH3:17])[CH3:16])=[O:13]. (8) Given the product [NH2:30][C:29]1[S:28][C:27]([C:46]2[CH:45]=[CH:44][CH:43]=[C:42]([CH:39]([CH3:41])[CH3:40])[CH:47]=2)=[N:26][C:25]=1[C:23]([NH:22][C:17]1[CH:18]=[N:19][N:20]([CH3:21])[C:16]=1[N:13]1[CH2:14][CH2:15][CH:10]([CH2:9][NH2:8])[CH2:11][CH2:12]1)=[O:24], predict the reactants needed to synthesize it. The reactants are: C(OC([NH:8][CH2:9][CH:10]1[CH2:15][CH2:14][N:13]([C:16]2[N:20]([CH3:21])[N:19]=[CH:18][C:17]=2[NH:22][C:23]([C:25]2[N:26]=[C:27](Br)[S:28][C:29]=2[NH:30]C(=O)OC(C)(C)C)=[O:24])[CH2:12][CH2:11]1)=O)CCC.[CH:39]([C:42]1[CH:43]=[C:44](B(O)O)[CH:45]=[CH:46][CH:47]=1)([CH3:41])[CH3:40].